Dataset: Forward reaction prediction with 1.9M reactions from USPTO patents (1976-2016). Task: Predict the product of the given reaction. (1) Given the reactants [NH2:1][C:2]1[CH:7]=[C:6]([Cl:8])[CH:5]=[CH:4][C:3]=1[NH:9][C:10]1[CH:11]=[CH:12][C:13]([C:16]#[N:17])=[N:14][CH:15]=1.[Cl:18][CH2:19][C:20](OC)(OC)OC, predict the reaction product. The product is: [Cl:8][C:6]1[CH:5]=[CH:4][C:3]2[N:9]([C:10]3[CH:11]=[CH:12][C:13]([C:16]#[N:17])=[N:14][CH:15]=3)[C:20]([CH2:19][Cl:18])=[N:1][C:2]=2[CH:7]=1. (2) Given the reactants C([O:5][C:6](=[O:21])[CH2:7][CH2:8][C:9]1[CH:14]=[C:13]([F:15])[C:12]([C:16]([F:19])([F:18])[F:17])=[C:11]([F:20])[CH:10]=1)CCC.[OH-].[Na+], predict the reaction product. The product is: [F:15][C:13]1[CH:14]=[C:9]([CH2:8][CH2:7][C:6]([OH:21])=[O:5])[CH:10]=[C:11]([F:20])[C:12]=1[C:16]([F:19])([F:17])[F:18]. (3) Given the reactants [OH:1]OS([O-])=O.[K+].[Cl:7][C:8]1[C:9]([F:30])=[C:10]([NH:14][C:15]2[C:24]3[C:19](=[CH:20][CH:21]=[C:22]([S:25][CH3:26])[CH:23]=3)[N:18]=[N:17][C:16]=2[C:27]([NH2:29])=[O:28])[CH:11]=[CH:12][CH:13]=1.S([O-])([O-])=O.[Na+].[Na+].[OH2:37], predict the reaction product. The product is: [Cl:7][C:8]1[C:9]([F:30])=[C:10]([NH:14][C:15]2[C:24]3[C:19](=[CH:20][CH:21]=[C:22]([S:25]([CH3:26])(=[O:1])=[O:37])[CH:23]=3)[N:18]=[N:17][C:16]=2[C:27]([NH2:29])=[O:28])[CH:11]=[CH:12][CH:13]=1. (4) The product is: [ClH:1].[Cl:1][C:2]1[CH:9]=[C:8]([C:20]2[NH:19][N:18]=[CH:22][CH:21]=2)[CH:7]=[C:6]([Cl:11])[C:3]=1[C:4]#[N:5]. Given the reactants [Cl:1][C:2]1[CH:9]=[C:8](I)[CH:7]=[C:6]([Cl:11])[C:3]=1[C:4]#[N:5].O1CCCCC1[N:18]1[C:22](B2OC(C)(C)C(C)(C)O2)=[CH:21][CH:20]=[N:19]1.Cl, predict the reaction product.